This data is from Catalyst prediction with 721,799 reactions and 888 catalyst types from USPTO. The task is: Predict which catalyst facilitates the given reaction. (1) Reactant: [N+:1]([C:4]1[CH:5]=[C:6]([CH3:14])[C:7]([OH:13])=[C:8]([N+:10]([O-])=O)[CH:9]=1)([O-])=O.[H][H]. Product: [NH2:10][C:8]1[CH:9]=[C:4]([NH2:1])[CH:5]=[C:6]([CH3:14])[C:7]=1[OH:13]. The catalyst class is: 227. (2) Reactant: Br[CH2:2][C:3]([C:5]1[CH:10]=[CH:9][C:8]([F:11])=[CH:7][CH:6]=1)=[O:4].[C-:12]#[N:13].[K+].Cl. Product: [F:11][C:8]1[CH:9]=[CH:10][C:5]([C:3](=[O:4])[CH2:2][C:12]#[N:13])=[CH:6][CH:7]=1. The catalyst class is: 40. (3) Reactant: [OH:1][CH2:2][CH2:3][C:4]1[CH:9]=[CH:8][C:7]([OH:10])=[CH:6][CH:5]=1.F[C:12]1[CH:17]=[CH:16][C:15]([N+:18]([O-:20])=[O:19])=[CH:14][CH:13]=1.C(=O)([O-])[O-].[K+].[K+].O. Product: [N+:18]([C:15]1[CH:16]=[CH:17][C:12]([O:10][C:7]2[CH:8]=[CH:9][C:4]([CH2:3][CH2:2][OH:1])=[CH:5][CH:6]=2)=[CH:13][CH:14]=1)([O-:20])=[O:19]. The catalyst class is: 9. (4) Reactant: [CH3:1][S-:2].[Na+].Cl[C:5]1[C:18]2[C:9](=[C:10]3[C:15](=[C:16]([O:19][CH3:20])[CH:17]=2)[CH:14]=[CH:13][CH:12]=[N:11]3)[N:8]=[C:7]([CH2:21][OH:22])[CH:6]=1. Product: [CH3:20][O:19][C:16]1[CH:17]=[C:18]2[C:9](=[C:10]3[C:15]=1[CH:14]=[CH:13][CH:12]=[N:11]3)[N:8]=[C:7]([CH2:21][OH:22])[CH:6]=[C:5]2[S:2][CH3:1]. The catalyst class is: 5. (5) Reactant: [F:1][C:2]1[CH:3]=[C:4]2[C:8](=[CH:9][CH:10]=1)[NH:7][C:6](=[O:11])/[C:5]/2=[CH:12]\[C:13]1[NH:17][C:16]([CH3:18])=[C:15]([C:19]([OH:21])=O)[C:14]=1[CH3:22].Cl.C(N=C=NCCCN(C)C)C.OC1C2N=NNC=2C=CC=1.C(N(CC)CC)C.[NH2:52][C:53]1[CH:58]=[C:57]([F:59])[CH:56]=[CH:55][C:54]=1[NH:60][C:61](=[O:74])[C:62]1[CH:67]=[CH:66][C:65]([NH:68][CH2:69][CH2:70][CH2:71][CH2:72][NH2:73])=[N:64][CH:63]=1. Product: [NH2:52][C:53]1[CH:58]=[C:57]([F:59])[CH:56]=[CH:55][C:54]=1[NH:60][C:61](=[O:74])[C:62]1[CH:67]=[CH:66][C:65]([NH:68][CH2:69][CH2:70][CH2:71][CH2:72][NH:73][C:19]([C:15]2[C:14]([CH3:22])=[C:13](/[CH:12]=[C:5]3\[C:6](=[O:11])[NH:7][C:8]4[C:4]\3=[CH:3][C:2]([F:1])=[CH:10][CH:9]=4)[NH:17][C:16]=2[CH3:18])=[O:21])=[N:64][CH:63]=1. The catalyst class is: 650. (6) Product: [C:11]([O:10][C:6]([C:7]1[O:4][N:3]=[C:2]([Br:1])[CH:8]=1)=[O:9])([CH3:14])([CH3:13])[CH3:12]. Reactant: [Br:1][C:2](Br)=[N:3][OH:4].[C:6]([O:10][C:11]([CH3:14])([CH3:13])[CH3:12])(=[O:9])[C:7]#[CH:8].C([O-])(O)=O.[Na+]. The catalyst class is: 25. (7) The catalyst class is: 108. Product: [Cl:13][C:14]1[CH:19]=[CH:18][C:17]([C:2]2[CH:7]=[CH:6][C:5]([CH2:8][CH3:9])=[C:4]([N+:10]([O-:12])=[O:11])[CH:3]=2)=[CH:16][CH:15]=1. Reactant: Br[C:2]1[CH:7]=[CH:6][C:5]([CH2:8][CH3:9])=[C:4]([N+:10]([O-:12])=[O:11])[CH:3]=1.[Cl:13][C:14]1[CH:19]=[CH:18][C:17](B(O)O)=[CH:16][CH:15]=1.C(=O)([O-])[O-].[Na+].[Na+].